This data is from Merck oncology drug combination screen with 23,052 pairs across 39 cell lines. The task is: Regression. Given two drug SMILES strings and cell line genomic features, predict the synergy score measuring deviation from expected non-interaction effect. Synergy scores: synergy=-9.43. Drug 2: COC1=C2CC(C)CC(OC)C(O)C(C)C=C(C)C(OC(N)=O)C(OC)C=CC=C(C)C(=O)NC(=CC1=O)C2=O. Cell line: OVCAR3. Drug 1: Cn1nnc2c(C(N)=O)ncn2c1=O.